From a dataset of Full USPTO retrosynthesis dataset with 1.9M reactions from patents (1976-2016). Predict the reactants needed to synthesize the given product. Given the product [Br:22][CH2:12][C:11]1[CH:10]=[C:5]([CH:4]=[C:3]([O:13][CH3:14])[C:2]=1[Cl:1])[C:6]([O:8][CH3:9])=[O:7], predict the reactants needed to synthesize it. The reactants are: [Cl:1][C:2]1[C:11]([CH3:12])=[CH:10][C:5]([C:6]([O:8][CH3:9])=[O:7])=[CH:4][C:3]=1[O:13][CH3:14].C1C(=O)N([Br:22])C(=O)C1.CC(N=NC(C#N)(C)C)(C#N)C.